The task is: Predict the reactants needed to synthesize the given product.. This data is from Full USPTO retrosynthesis dataset with 1.9M reactions from patents (1976-2016). (1) Given the product [CH3:10][S:11]([C:14]1[CH:19]=[CH:18][CH:17]=[CH:16][C:15]=1[C:20]1[C:21]([C:22]([O:24][CH3:25])=[O:23])=[CH:8][C:3]2[C:2](=[CH:7][CH:6]=[CH:5][N:4]=2)[N:1]=1)(=[O:13])=[O:12], predict the reactants needed to synthesize it. The reactants are: [NH2:1][C:2]1[C:3]([CH:8]=O)=[N:4][CH:5]=[CH:6][CH:7]=1.[CH3:10][S:11]([C:14]1[CH:19]=[CH:18][CH:17]=[CH:16][C:15]=1[C:20](=O)[CH2:21][C:22]([O:24][CH3:25])=[O:23])(=[O:13])=[O:12].O.O.O.O.O.O.O.[Cl-].[Ce+3].[Cl-].[Cl-]. (2) The reactants are: Br[C:2]1[CH:23]=[CH:22][C:5]2[C:6]3[N:7]([CH:11]=[C:12]([C:14]4[N:15]([CH:19]([CH3:21])[CH3:20])[CH:16]=[CH:17][N:18]=4)[N:13]=3)[CH2:8][CH2:9][O:10][C:4]=2[CH:3]=1.[CH3:24][C:25]([OH:42])([CH3:41])[CH2:26][N:27]1[CH:31]=[C:30](B2OC(C)(C)C(C)(C)O2)[CH:29]=[N:28]1.C(#N)C.C(=O)([O-])[O-].[K+].[K+]. Given the product [CH:19]([N:15]1[CH:16]=[CH:17][N:18]=[C:14]1[C:12]1[N:13]=[C:6]2[C:5]3[CH:22]=[CH:23][C:2]([C:30]4[CH:29]=[N:28][N:27]([CH2:26][C:25]([CH3:41])([OH:42])[CH3:24])[CH:31]=4)=[CH:3][C:4]=3[O:10][CH2:9][CH2:8][N:7]2[CH:11]=1)([CH3:21])[CH3:20], predict the reactants needed to synthesize it.